This data is from Forward reaction prediction with 1.9M reactions from USPTO patents (1976-2016). The task is: Predict the product of the given reaction. Given the reactants [Cl:1][C:2]1[S:6][C:5]([C:7]2[N:12]=[C:11]([NH:13][C:14]3[CH:19]=[CH:18][C:17]([CH2:20][C:21]([NH:23][OH:24])=[NH:22])=[CH:16][CH:15]=3)[C:10]([CH2:25][CH3:26])=[C:9]([CH3:27])[N:8]=2)=[CH:4][CH:3]=1.Cl[C:29]([O:31][C:32]1[CH:37]=[CH:36][CH:35]=[CH:34][CH:33]=1)=[O:30].CCN(CC)CC, predict the reaction product. The product is: [Cl:1][C:2]1[S:6][C:5]([C:7]2[N:12]=[C:11]([NH:13][C:14]3[CH:15]=[CH:16][C:17]([CH2:20]/[C:21](=[N:22]\[C:29](=[O:30])[O:31][C:32]4[CH:37]=[CH:36][CH:35]=[CH:34][CH:33]=4)/[NH:23][OH:24])=[CH:18][CH:19]=3)[C:10]([CH2:25][CH3:26])=[C:9]([CH3:27])[N:8]=2)=[CH:4][CH:3]=1.